From a dataset of Forward reaction prediction with 1.9M reactions from USPTO patents (1976-2016). Predict the product of the given reaction. (1) Given the reactants C(=O)([O-])[O-].[K+].[K+].[CH:7]([C:9]1[C:17]([OH:18])=[CH:16][CH:15]=[C:14]2[C:10]=1[CH:11]=[C:12]([C:19]([O:21][CH2:22][CH3:23])=[O:20])[NH:13]2)=[O:8].C1(C)C=CC(S(O[CH2:34][C@@H:35]2[O:37][CH2:36]2)(=O)=O)=CC=1.O, predict the reaction product. The product is: [O:37]1[CH2:36][C@@H:35]1[CH2:34][O:18][C:17]1[C:9]([CH:7]=[O:8])=[C:10]2[C:14](=[CH:15][CH:16]=1)[NH:13][C:12]([C:19]([O:21][CH2:22][CH3:23])=[O:20])=[CH:11]2. (2) Given the reactants [F:1][C:2]1[CH:26]=[CH:25][CH:24]=[C:23]([F:27])[C:3]=1[C:4]([O:6][CH:7]([C:18]([O:20][CH2:21][CH3:22])=[O:19])[C:8]([C:10]1[CH:15]=[CH:14][C:13]([O:16][CH3:17])=[CH:12][CH:11]=1)=O)=O.C([O-])(=O)C.[NH4+:32], predict the reaction product. The product is: [F:1][C:2]1[CH:26]=[CH:25][CH:24]=[C:23]([F:27])[C:3]=1[C:4]1[O:6][C:7]([C:18]([O:20][CH2:21][CH3:22])=[O:19])=[C:8]([C:10]2[CH:15]=[CH:14][C:13]([O:16][CH3:17])=[CH:12][CH:11]=2)[N:32]=1. (3) Given the reactants [N+:1]([C:4]1[CH:9]=[CH:8][C:7]([OH:10])=[CH:6][CH:5]=1)([O-:3])=[O:2].Br[CH2:12][CH:13]1[CH2:15][CH2:14]1.C([O-])([O-])=O.[K+].[K+], predict the reaction product. The product is: [CH:13]1([CH2:12][O:10][C:7]2[CH:8]=[CH:9][C:4]([N+:1]([O-:3])=[O:2])=[CH:5][CH:6]=2)[CH2:15][CH2:14]1. (4) Given the reactants [NH2:1][C:2]1[C:13]([Br:14])=[CH:12][C:5]2[N:6]([CH3:11])[C:7](=[O:10])[N:8]([CH3:9])[C:4]=2[CH:3]=1.C(N(CC)CC)C.[F:22][C:23]([F:34])([F:33])[C:24](O[C:24](=[O:25])[C:23]([F:34])([F:33])[F:22])=[O:25], predict the reaction product. The product is: [Br:14][C:13]1[C:2]([NH:1][C:24](=[O:25])[C:23]([F:34])([F:33])[F:22])=[CH:3][C:4]2[N:8]([CH3:9])[C:7](=[O:10])[N:6]([CH3:11])[C:5]=2[CH:12]=1. (5) Given the reactants N(OCCC(C)C)=O.N[C:10]1[N:11]=[CH:12][C:13]([C:20]([O:22][CH3:23])=[O:21])=[N:14][C:15]=1[CH2:16][CH:17]([CH3:19])[CH3:18].[Br:24][Si](C)(C)C, predict the reaction product. The product is: [Br:24][C:10]1[N:11]=[CH:12][C:13]([C:20]([O:22][CH3:23])=[O:21])=[N:14][C:15]=1[CH2:16][CH:17]([CH3:19])[CH3:18]. (6) Given the reactants Cl[C:2]1[C:3](=[O:15])[N:4]([CH:9]2[CH2:14][CH2:13][CH2:12][CH2:11][O:10]2)[N:5]=[CH:6][C:7]=1[CH3:8].[CH3:16][O:17][C:18]1[CH:23]=[C:22]([O:24][CH3:25])[CH:21]=[CH:20][C:19]=1B(O)O.C1(P(C2CCCCC2)C2CCCCC2)CCCCC1.O.P([O-])([O-])([O-])=O.[K+].[K+].[K+], predict the reaction product. The product is: [CH3:16][O:17][C:18]1[CH:23]=[C:22]([O:24][CH3:25])[CH:21]=[CH:20][C:19]=1[C:2]1[C:3](=[O:15])[N:4]([CH:9]2[CH2:14][CH2:13][CH2:12][CH2:11][O:10]2)[N:5]=[CH:6][C:7]=1[CH3:8].